This data is from Catalyst prediction with 721,799 reactions and 888 catalyst types from USPTO. The task is: Predict which catalyst facilitates the given reaction. (1) Reactant: Br[C:2]1[C:7](=[O:8])[N:6]([CH2:9][C:10]2[CH:15]=[CH:14][C:13]([C:16]3[C:17]([C:22]#[N:23])=[CH:18][CH:19]=[CH:20][CH:21]=3)=[CH:12][CH:11]=2)[C:5]([CH2:24][CH2:25][CH2:26][CH3:27])=[N:4][C:3]=1[CH3:28].[F:29][C:30]1[CH:35]=[CH:34][C:33](B(O)O)=[CH:32][CH:31]=1.C(=O)([O-])[O-].[Cs+].[Cs+]. Product: [CH2:24]([C:5]1[N:6]([CH2:9][C:10]2[CH:15]=[CH:14][C:13]([C:16]3[C:17]([C:22]#[N:23])=[CH:18][CH:19]=[CH:20][CH:21]=3)=[CH:12][CH:11]=2)[C:7](=[O:8])[C:2]([C:33]2[CH:34]=[CH:35][C:30]([F:29])=[CH:31][CH:32]=2)=[C:3]([CH3:28])[N:4]=1)[CH2:25][CH2:26][CH3:27]. The catalyst class is: 439. (2) Reactant: [C:1]([O:16][CH2:17][CH:18]([NH:36]C(OC(C)(C)C)=O)[CH2:19][O:20][C:21](=[O:35])[CH2:22][CH2:23][CH2:24][CH2:25][CH2:26][CH2:27][CH2:28][CH2:29][CH2:30][CH2:31][CH2:32][CH2:33][CH3:34])(=[O:15])[CH2:2][CH2:3][CH2:4][CH2:5][CH2:6][CH2:7][CH2:8][CH2:9][CH2:10][CH2:11][CH2:12][CH2:13][CH3:14].FC(F)(F)C(O)=O. Product: [C:1]([O:16][CH2:17][CH:18]([NH2:36])[CH2:19][O:20][C:21](=[O:35])[CH2:22][CH2:23][CH2:24][CH2:25][CH2:26][CH2:27][CH2:28][CH2:29][CH2:30][CH2:31][CH2:32][CH2:33][CH3:34])(=[O:15])[CH2:2][CH2:3][CH2:4][CH2:5][CH2:6][CH2:7][CH2:8][CH2:9][CH2:10][CH2:11][CH2:12][CH2:13][CH3:14]. The catalyst class is: 4. (3) The catalyst class is: 642. Product: [CH:17]([C:9]1[CH:10]=[CH:11][C:6]([O:5][CH2:1][CH:2]([CH3:4])[CH3:3])=[C:7]([CH2:12][C:13]([O:15][CH3:16])=[O:14])[CH:8]=1)=[O:18]. Reactant: [CH2:1]([O:5][C:6]1[CH:11]=[CH:10][CH:9]=[CH:8][C:7]=1[CH2:12][C:13]([O:15][CH3:16])=[O:14])[CH:2]([CH3:4])[CH3:3].[CH3:17][O:18]C(Cl)Cl.O. (4) The catalyst class is: 1. Reactant: CCOC(/N=N/C(OCC)=O)=O.[CH3:13][O:14][C:15]([C:17]1[S:18][CH:19]=[CH:20][C:21]=1[OH:22])=[O:16].[Cl:23][C:24]1[CH:29]=[CH:28][CH:27]=[CH:26][C:25]=1[CH:30](O)[CH3:31].C1(P(C2C=CC=CC=2)C2C=CC=CC=2)C=CC=CC=1. Product: [Cl:23][C:24]1[CH:29]=[CH:28][CH:27]=[CH:26][C:25]=1[CH:30]([O:22][C:21]1[CH:20]=[CH:19][S:18][C:17]=1[C:15]([O:14][CH3:13])=[O:16])[CH3:31].